From a dataset of NCI-60 drug combinations with 297,098 pairs across 59 cell lines. Regression. Given two drug SMILES strings and cell line genomic features, predict the synergy score measuring deviation from expected non-interaction effect. (1) Drug 1: CC12CCC(CC1=CCC3C2CCC4(C3CC=C4C5=CN=CC=C5)C)O. Drug 2: C1=C(C(=O)NC(=O)N1)N(CCCl)CCCl. Cell line: ACHN. Synergy scores: CSS=60.2, Synergy_ZIP=2.57, Synergy_Bliss=2.96, Synergy_Loewe=-0.905, Synergy_HSA=3.14. (2) Drug 1: C1=C(C(=O)NC(=O)N1)N(CCCl)CCCl. Drug 2: CC(C)CN1C=NC2=C1C3=CC=CC=C3N=C2N. Cell line: UO-31. Synergy scores: CSS=15.5, Synergy_ZIP=-5.37, Synergy_Bliss=-0.662, Synergy_Loewe=-0.655, Synergy_HSA=-0.448. (3) Drug 1: C1CN(CCN1C(=O)CCBr)C(=O)CCBr. Drug 2: C1C(C(OC1N2C=NC(=NC2=O)N)CO)O. Cell line: SR. Synergy scores: CSS=77.7, Synergy_ZIP=3.05, Synergy_Bliss=3.05, Synergy_Loewe=6.96, Synergy_HSA=8.45. (4) Drug 1: CC1=CC2C(CCC3(C2CCC3(C(=O)C)OC(=O)C)C)C4(C1=CC(=O)CC4)C. Drug 2: C1=CC(=CC=C1C#N)C(C2=CC=C(C=C2)C#N)N3C=NC=N3. Cell line: A498. Synergy scores: CSS=4.51, Synergy_ZIP=-1.66, Synergy_Bliss=0.614, Synergy_Loewe=-0.180, Synergy_HSA=0.0152. (5) Drug 1: CN(C)N=NC1=C(NC=N1)C(=O)N. Drug 2: C1CNP(=O)(OC1)N(CCCl)CCCl. Cell line: T-47D. Synergy scores: CSS=-1.44, Synergy_ZIP=-0.478, Synergy_Bliss=-3.09, Synergy_Loewe=-3.32, Synergy_HSA=-3.32. (6) Drug 2: C1=CC(=CC=C1CCCC(=O)O)N(CCCl)CCCl. Drug 1: COC1=C(C=C2C(=C1)N=CN=C2NC3=CC(=C(C=C3)F)Cl)OCCCN4CCOCC4. Synergy scores: CSS=27.0, Synergy_ZIP=-12.1, Synergy_Bliss=-4.35, Synergy_Loewe=-15.3, Synergy_HSA=-1.14. Cell line: SNB-75. (7) Drug 1: CS(=O)(=O)C1=CC(=C(C=C1)C(=O)NC2=CC(=C(C=C2)Cl)C3=CC=CC=N3)Cl. Drug 2: C1CCC(C1)C(CC#N)N2C=C(C=N2)C3=C4C=CNC4=NC=N3. Cell line: SW-620. Synergy scores: CSS=10.8, Synergy_ZIP=0.0129, Synergy_Bliss=4.17, Synergy_Loewe=-3.65, Synergy_HSA=0.101.